This data is from Forward reaction prediction with 1.9M reactions from USPTO patents (1976-2016). The task is: Predict the product of the given reaction. (1) Given the reactants [F:1][C:2]([F:14])([F:13])[C:3]([C:5]1[CH:10]=[CH:9][C:8]([F:11])=[CH:7][C:6]=1F)=[O:4].[C:15]1([CH:21]([NH2:23])[CH3:22])[CH:20]=[CH:19][CH:18]=[CH:17][CH:16]=1.C(N(CC)C(C)C)(C)C, predict the reaction product. The product is: [C:15]1([CH:21]([NH:23][C:6]2[CH:7]=[C:8]([F:11])[CH:9]=[CH:10][C:5]=2[C:3](=[O:4])[C:2]([F:14])([F:13])[F:1])[CH3:22])[CH:20]=[CH:19][CH:18]=[CH:17][CH:16]=1. (2) The product is: [CH2:8]([O:28][CH:29]([CH2:54][CH3:55])[C:30]([NH:32][C@@H:33]([CH2:50][CH:51]([CH3:53])[CH3:52])[C:34]([O:36][C:37]1[CH:49]=[CH:48][CH:47]=[CH:46][C:38]=1[C:39]([OH:41])=[O:40])=[O:35])=[O:31])[CH2:9][CH2:10][CH2:11]/[CH:12]=[CH:13]\[CH2:14]/[CH:15]=[CH:16]\[CH2:17]/[CH:18]=[CH:19]\[CH2:20]/[CH:21]=[CH:22]\[CH2:23]/[CH:24]=[CH:25]\[CH2:26][CH3:27]. Given the reactants C(O)(C(F)(F)F)=O.[CH2:8]([O:28][CH:29]([CH2:54][CH3:55])[C:30]([NH:32][C@@H:33]([CH2:50][CH:51]([CH3:53])[CH3:52])[C:34]([O:36][C:37]1[CH:49]=[CH:48][CH:47]=[CH:46][C:38]=1[C:39]([O:41]C(C)(C)C)=[O:40])=[O:35])=[O:31])[CH2:9][CH2:10][CH2:11]/[CH:12]=[CH:13]\[CH2:14]/[CH:15]=[CH:16]\[CH2:17]/[CH:18]=[CH:19]\[CH2:20]/[CH:21]=[CH:22]\[CH2:23]/[CH:24]=[CH:25]\[CH2:26][CH3:27].C1(C)C=CC=CC=1, predict the reaction product. (3) Given the reactants [CH:1]([C:4]1[CH:11]=[CH:10][C:7]([CH:8]=O)=[CH:6][CH:5]=1)([CH3:3])[CH3:2].[NH2:12][C:13]1[N:14]=[N:15][C:16]([CH3:19])=[CH:17][CH:18]=1.C([O:22][C:23](=O)[C:24]([OH:35])=[CH:25][C:26](=[O:34])[C:27]1[CH:32]=[CH:31][CH:30]=[CH:29][C:28]=1[CH3:33])C, predict the reaction product. The product is: [OH:35][C:24]1[C:23](=[O:22])[N:12]([C:13]2[N:14]=[N:15][C:16]([CH3:19])=[CH:17][CH:18]=2)[CH:8]([C:7]2[CH:10]=[CH:11][C:4]([CH:1]([CH3:3])[CH3:2])=[CH:5][CH:6]=2)[C:25]=1[C:26](=[O:34])[C:27]1[CH:32]=[CH:31][CH:30]=[CH:29][C:28]=1[CH3:33]. (4) Given the reactants [OH:1][C:2]1[CH:3]=[C:4]([CH:10]=[CH:11][CH:12]=1)[C:5]([O:7][CH2:8][CH3:9])=[O:6].C(N(CC)CC)C.[S:20](Cl)([CH3:23])(=[O:22])=[O:21], predict the reaction product. The product is: [CH3:23][S:20]([O:1][C:2]1[CH:3]=[C:4]([CH:10]=[CH:11][CH:12]=1)[C:5]([O:7][CH2:8][CH3:9])=[O:6])(=[O:22])=[O:21]. (5) Given the reactants Br[C:2]1[S:15][C:5]2[C:6]3[CH:14]=[CH:13][CH:12]=[CH:11][C:7]=3[O:8][CH2:9][CH2:10][C:4]=2[CH:3]=1.[NH:16]1[C:24]2[CH:23]=[CH:22][CH:21]=[C:20](B3OC(C)(C)C(C)(C)O3)[C:19]=2[CH:18]=[N:17]1, predict the reaction product. The product is: [S:15]1[C:5]2[C:6]3[CH:14]=[CH:13][CH:12]=[CH:11][C:7]=3[O:8][CH2:9][CH2:10][C:4]=2[CH:3]=[C:2]1[C:20]1[CH:21]=[CH:22][CH:23]=[C:24]2[C:19]=1[CH:18]=[N:17][NH:16]2. (6) Given the reactants [NH2:1][C:2]1[CH:7]=[CH:6][C:5]([C:8]2[C:16]3[C:15]([NH2:17])=[N:14][CH:13]=[N:12][C:11]=3[N:10]([CH:18]3[CH2:22][CH2:21][CH2:20][CH2:19]3)[CH:9]=2)=[CH:4][C:3]=1[O:23][CH3:24].N1C=CC=CC=1.[C:31]1([CH2:37][C:38](Cl)=[O:39])[CH:36]=[CH:35][CH:34]=[CH:33][CH:32]=1.C1(CS(Cl)(=O)=O)C=CC=CC=1, predict the reaction product. The product is: [NH2:17][C:15]1[C:16]2[C:8]([C:5]3[CH:6]=[CH:7][C:2]([NH:1][C:38](=[O:39])[CH2:37][C:31]4[CH:36]=[CH:35][CH:34]=[CH:33][CH:32]=4)=[C:3]([O:23][CH3:24])[CH:4]=3)=[CH:9][N:10]([CH:18]3[CH2:22][CH2:21][CH2:20][CH2:19]3)[C:11]=2[N:12]=[CH:13][N:14]=1.